From a dataset of Forward reaction prediction with 1.9M reactions from USPTO patents (1976-2016). Predict the product of the given reaction. (1) Given the reactants [C:1]([C:3]1[C:4]([N:16]2[CH2:21][CH2:20][CH:19]([C:22]([OH:24])=O)[CH2:18][CH2:17]2)=[N:5][C:6]([CH3:15])=[C:7]([C:9]([O:11][CH:12]([CH3:14])[CH3:13])=[O:10])[CH:8]=1)#[N:2].CCN=C=NCCCN(C)C.C1C=CC2N(O)N=NC=2C=1.[Cl:46][C:47]1[CH:48]=[C:49]([CH2:54][S:55]([NH2:58])(=[O:57])=[O:56])[CH:50]=[CH:51][C:52]=1[Cl:53].CCN(C(C)C)C(C)C, predict the reaction product. The product is: [C:1]([C:3]1[C:4]([N:16]2[CH2:21][CH2:20][CH:19]([C:22]([NH:58][S:55]([CH2:54][C:49]3[CH:50]=[CH:51][C:52]([Cl:53])=[C:47]([Cl:46])[CH:48]=3)(=[O:56])=[O:57])=[O:24])[CH2:18][CH2:17]2)=[N:5][C:6]([CH3:15])=[C:7]([CH:8]=1)[C:9]([O:11][CH:12]([CH3:13])[CH3:14])=[O:10])#[N:2]. (2) Given the reactants C(OC(=O)[NH:7][C@H:8]([C:14]([N:16]1[CH2:19][CH:18]([F:20])[CH2:17]1)=[O:15])[CH2:9][CH2:10][CH2:11][CH2:12][NH2:13])(C)(C)C.[N:22]1[C:31]2[C:26](=[CH:27][CH:28]=[CH:29][CH:30]=2)[N:25]=[CH:24][C:23]=1[C:32]([Cl:34])=[O:33], predict the reaction product. The product is: [ClH:34].[NH2:7][C@H:8]([C:14]([N:16]1[CH2:17][CH:18]([F:20])[CH2:19]1)=[O:15])[CH2:9][CH2:10][CH2:11][CH2:12][NH:13][C:32]([C:23]1[CH:24]=[N:25][C:26]2[C:31](=[CH:30][CH:29]=[CH:28][CH:27]=2)[N:22]=1)=[O:33].